Dataset: Forward reaction prediction with 1.9M reactions from USPTO patents (1976-2016). Task: Predict the product of the given reaction. Given the reactants [Si:1]([O:8][CH2:9][C@H:10]1[O:15][C:14]([C:18]2[CH:23]=[CH:22][C:21]([Cl:24])=[C:20]([CH2:25][C:26]3[CH:35]=[CH:34][C:29]4[O:30][CH2:31][CH2:32][O:33][C:28]=4[CH:27]=3)[CH:19]=2)([O:16][CH3:17])[C@H:13]([OH:36])[C@@H:12]([OH:37])[C@@H:11]1[OH:38])([C:4]([CH3:7])([CH3:6])[CH3:5])([CH3:3])[CH3:2].[H-].[Na+].[CH2:41](Br)[C:42]1[CH:47]=[CH:46][CH:45]=[CH:44][CH:43]=1.[Cl-].[NH4+], predict the reaction product. The product is: [C:4]([Si:1]([CH3:3])([CH3:2])[O:8][CH2:9][C@@H:10]1[C@@H:11]([O:38][CH2:41][C:42]2[CH:47]=[CH:46][CH:45]=[CH:44][CH:43]=2)[C@H:12]([O:37][CH2:25][C:26]2[CH:35]=[CH:34][CH:29]=[CH:28][CH:27]=2)[C@@H:13]([O:36][CH2:14][C:18]2[CH:23]=[CH:22][CH:21]=[CH:20][CH:19]=2)[C:14]([C:18]2[CH:23]=[CH:22][C:21]([Cl:24])=[C:20]([CH2:25][C:26]3[CH:35]=[CH:34][C:29]4[O:30][CH2:31][CH2:32][O:33][C:28]=4[CH:27]=3)[CH:19]=2)([O:16][CH3:17])[O:15]1)([CH3:7])([CH3:5])[CH3:6].